From a dataset of Full USPTO retrosynthesis dataset with 1.9M reactions from patents (1976-2016). Predict the reactants needed to synthesize the given product. Given the product [NH2:26][C@H:24]1[CH2:23][C@H:22]([O:21][C:18]2[CH:19]=[CH:20][C:15]3[N:16]([C:12]([C:10]4[O:11][C:7]5[CH:6]=[CH:5][N:4]=[C:3]([OH:2])[C:8]=5[CH:9]=4)=[CH:13][N:14]=3)[N:17]=2)[CH2:25]1, predict the reactants needed to synthesize it. The reactants are: C[O:2][C:3]1[C:8]2[CH:9]=[C:10]([C:12]3[N:16]4[N:17]=[C:18]([O:21][C@H:22]5[CH2:25][C@H:24]([NH2:26])[CH2:23]5)[CH:19]=[CH:20][C:15]4=[N:14][CH:13]=3)[O:11][C:7]=2[CH:6]=[CH:5][N:4]=1.Cl.